This data is from Full USPTO retrosynthesis dataset with 1.9M reactions from patents (1976-2016). The task is: Predict the reactants needed to synthesize the given product. (1) Given the product [Br:34][C:32]1[CH:31]=[CH:30][C:29]([O:35][CH3:36])=[C:28]([CH:33]=1)[CH2:26][C:18]1[S:17][C:21]2[CH:22]=[CH:23][CH:24]=[CH:25][C:20]=2[CH:19]=1, predict the reactants needed to synthesize it. The reactants are: [SiH](CC)(CC)CC.B(F)(F)F.CCOCC.[S:17]1[C:21]2[CH:22]=[CH:23][CH:24]=[CH:25][C:20]=2[CH:19]=[C:18]1[CH:26]([C:28]1[CH:33]=[C:32]([Br:34])[CH:31]=[CH:30][C:29]=1[O:35][CH3:36])O.C(=O)(O)[O-].[Na+]. (2) The reactants are: [C:1]1([CH2:11][NH:12][C:13](=[O:20])[NH:14][O:15][CH2:16][C:17]([OH:19])=O)[C:10]2[C:5](=[CH:6][CH:7]=[CH:8][CH:9]=2)[CH:4]=[CH:3][CH:2]=1.[NH2:21][C@H:22]([C:35]([N:37]([C@@H:49]([CH3:57])[CH:50]([O:54][CH2:55][CH3:56])[O:51][CH2:52][CH3:53])[CH2:38][C:39]1[C:48]2[C:43](=[CH:44][CH:45]=[CH:46][CH:47]=2)[CH:42]=[CH:41][CH:40]=1)=[O:36])[CH2:23][CH2:24][CH2:25][CH2:26][NH:27][C:28](=[O:34])[O:29][C:30]([CH3:33])([CH3:32])[CH3:31]. Given the product [CH2:52]([O:51][CH:50]([O:54][CH2:55][CH3:56])[C@@H:49]([N:37]([CH2:38][C:39]1[C:48]2[C:43](=[CH:44][CH:45]=[CH:46][CH:47]=2)[CH:42]=[CH:41][CH:40]=1)[C:35]([C@H:22]([CH2:23][CH2:24][CH2:25][CH2:26][NH:27][C:28](=[O:34])[O:29][C:30]([CH3:32])([CH3:33])[CH3:31])[NH:21][C:17](=[O:19])[CH2:16][O:15][NH:14][C:13](=[O:20])[NH:12][CH2:11][C:1]1[C:10]2[C:5](=[CH:6][CH:7]=[CH:8][CH:9]=2)[CH:4]=[CH:3][CH:2]=1)=[O:36])[CH3:57])[CH3:53], predict the reactants needed to synthesize it. (3) Given the product [Cl:26][C:15]1[N:14]=[C:13]2[C:18]([N:19]=[C:11]([CH:9]([NH:7][CH3:6])[CH3:10])[NH:12]2)=[C:17]([N:20]2[CH2:21][CH2:22][O:23][CH2:24][CH2:25]2)[N:16]=1, predict the reactants needed to synthesize it. The reactants are: C(O[C:6](=O)[N:7]([CH:9]([C:11]1[N:12](C2CCCCO2)[C:13]2[C:18]([N:19]=1)=[C:17]([N:20]1[CH2:25][CH2:24][O:23][CH2:22][CH2:21]1)[N:16]=[C:15]([Cl:26])[N:14]=2)[CH3:10])C)(C)(C)C.O.C1(C)C=CC(S(O)(=O)=O)=CC=1. (4) Given the product [C:48]([O:52][C:53](=[O:54])[NH:55][CH:56]([C:57](=[O:58])[NH:1][CH2:2][C:3]1[CH:19]=[CH:18][C:6]([O:7][C:8]2[CH:17]=[CH:16][C:11]3[B:12]([OH:15])[O:13][CH2:14][C:10]=3[CH:9]=2)=[CH:5][CH:4]=1)[CH3:60])([CH3:49])([CH3:50])[CH3:51], predict the reactants needed to synthesize it. The reactants are: [NH2:1][CH2:2][C:3]1[CH:19]=[CH:18][C:6]([O:7][C:8]2[CH:17]=[CH:16][C:11]3[B:12]([OH:15])[O:13][CH2:14][C:10]=3[CH:9]=2)=[CH:5][CH:4]=1.CCN=C=NCCCN(C)C.C1C=CC2N(O)N=NC=2C=1.CCN(CC)CC.[C:48]([O:52][C:53]([NH:55][CH:56]([CH3:60])[C:57](O)=[O:58])=[O:54])([CH3:51])([CH3:50])[CH3:49]. (5) Given the product [N+:7]([C:6]1[S:5][CH:4]=[C:3]([C:10]#[N:11])[C:2]=1[C:17]1[S:18][C:19]2[CH:25]=[CH:24][CH:23]=[CH:22][C:20]=2[N:21]=1)([O-:9])=[O:8], predict the reactants needed to synthesize it. The reactants are: Br[C:2]1[C:3]([C:10]#[N:11])=[CH:4][S:5][C:6]=1[N+:7]([O-:9])=[O:8].C([Sn](CCCC)(CCCC)[C:17]1[S:18][C:19]2[CH:25]=[CH:24][CH:23]=[CH:22][C:20]=2[N:21]=1)CCC. (6) Given the product [CH3:10][O:11][C:12]1[N:17]=[C:16]([C:2]2[CH:3]=[C:4]([CH:7]=[CH:8][CH:9]=2)[CH:5]=[O:6])[CH:15]=[CH:14][CH:13]=1, predict the reactants needed to synthesize it. The reactants are: Br[C:2]1[CH:3]=[C:4]([CH:7]=[CH:8][CH:9]=1)[CH:5]=[O:6].[CH3:10][O:11][C:12]1[N:17]=[C:16](B2OC(C)(C)C(C)(C)O2)[CH:15]=[CH:14][CH:13]=1. (7) Given the product [N:14]1[CH:15]=[CH:16][CH:17]=[CH:18][C:13]=1[C:8]1[NH:9][C:10]2[C:6]([CH:7]=1)=[CH:5][C:4]([NH2:1])=[CH:12][CH:11]=2, predict the reactants needed to synthesize it. The reactants are: [N+:1]([C:4]1[CH:5]=[C:6]2[C:10](=[CH:11][CH:12]=1)[NH:9][C:8]([C:13]1[CH:18]=[CH:17][CH:16]=[CH:15][N:14]=1)=[CH:7]2)([O-])=O.O. (8) Given the product [F:40][C:25]([F:24])([S:36]([O-:39])(=[O:38])=[O:37])[C:26]([F:34])([F:35])[C:27]([F:33])([F:32])[C:28]([F:31])([F:30])[F:29].[CH2:2]([O:10][C:11]1[CH:12]=[CH:13][C:14]([I+:17][C:18]2[CH:23]=[CH:22][CH:21]=[CH:20][CH:19]=2)=[CH:15][CH:16]=1)[CH2:3][CH2:4][CH2:5][CH2:6][CH2:7][CH2:8][CH3:9], predict the reactants needed to synthesize it. The reactants are: [Cl-].[CH2:2]([O:10][C:11]1[CH:16]=[CH:15][C:14]([I+:17][C:18]2[CH:23]=[CH:22][CH:21]=[CH:20][CH:19]=2)=[CH:13][CH:12]=1)[CH2:3][CH2:4][CH2:5][CH2:6][CH2:7][CH2:8][CH3:9].[F:24][C:25]([F:40])([S:36]([O-:39])(=[O:38])=[O:37])[C:26]([F:35])([F:34])[C:27]([F:33])([F:32])[C:28]([F:31])([F:30])[F:29].[K+].C(Cl)(Cl)Cl. (9) Given the product [Cl:12][C:13]1[CH:18]=[CH:17][C:16]([S:19][CH:2]([CH2:8][CH2:9][CH2:10][CH3:11])[C:3]([O:5][CH2:6][CH3:7])=[O:4])=[CH:15][CH:14]=1, predict the reactants needed to synthesize it. The reactants are: O[CH:2]([CH2:8][CH2:9][CH2:10][CH3:11])[C:3]([O:5][CH2:6][CH3:7])=[O:4].[Cl:12][C:13]1[CH:18]=[CH:17][C:16]([SH:19])=[CH:15][CH:14]=1.C1(P(C2C=CC=CC=2)C2C=CC=CC=2)C=CC=CC=1.N(C(OC(C)C)=O)=NC(OC(C)C)=O. (10) The reactants are: [C:1]([NH:4][C@:5]1([C@@H:60]([CH2:62][CH3:63])[CH3:61])[CH2:9][CH2:8][N:7]([C@@H:10]([CH2:51][CH2:52][C:53]2[CH:58]=[CH:57][CH:56]=[CH:55][CH:54]=2)[C:11]([NH:13][C@@H:14]([CH2:42][C:43]2[CH:48]=[C:47]([F:49])[CH:46]=[C:45]([F:50])[CH:44]=2)[C@@H:15]([C@H:17]2[CH2:21][C@H:20]([O:22][C:23]3[CH:28]=[CH:27][CH:26]=[CH:25]C=3)[CH2:19][N:18]2C(C2C=CC=CC=2)C2C=CC=CC=2)[OH:16])=[O:12])[C:6]1=[O:59])(=[O:3])[CH3:2].C([NH:67][C@]1([C@@H](CC)C)CCN([C@@H](CCC2C=CC=CC=2)C(N[C@@H](CC2C=C(F)C=C(F)C=2)[C@@H]([C@H]2C[C@H](OC3C=CC=CN=3)CN2C(C2C=CC=CC=2)C2C=CC=CC=2)O)=O)C1=O)(=O)C.C(N[C@]1([C@@H](CC)C)CCN([C@@H](CCC2C=CC=CC=2)C(O)=O)C1=O)(=O)C.CN(C(ON1N=NC2C=CC=NC1=2)=[N+](C)C)C.F[P-](F)(F)(F)(F)F.N[C@@H](CC1C=C(F)C=C(F)C=1)[C@@H]([C@H]1C[C@H](OC2C=CC=CN=2)CN1C(C1C=CC=CC=1)C1C=CC=CC=1)O.CN1CCOCC1. Given the product [C:1]([NH:4][C@:5]1([C@@H:60]([CH2:62][CH3:63])[CH3:61])[CH2:9][CH2:8][N:7]([C@@H:10]([CH2:51][CH2:52][C:53]2[CH:58]=[CH:57][CH:56]=[CH:55][CH:54]=2)[C:11]([NH:13][C@@H:14]([CH2:42][C:43]2[CH:48]=[C:47]([F:49])[CH:46]=[C:45]([F:50])[CH:44]=2)[C@H:15]([OH:16])[C@H:17]2[CH2:21][C@H:20]([O:22][C:23]3[CH:28]=[CH:27][CH:26]=[CH:25][N:67]=3)[CH2:19][NH:18]2)=[O:12])[C:6]1=[O:59])(=[O:3])[CH3:2], predict the reactants needed to synthesize it.